Predict the reaction yield, written as a fraction of the theoretical maximum amount of product (1.0 means a 100% yield; for example, 0.34 means a 34% yield). From a dataset of Reaction yield outcomes from USPTO patents with 853,638 reactions. (1) The reactants are [Cl:1][C:2]1[CH:7]=[CH:6][CH:5]=[CH:4][C:3]=1/[CH:8]=[N:9]/[NH:10][C:11]([NH2:13])=[NH:12].C(N(CC)CC)C.[CH3:21][O:22][C:23](Cl)=[O:24].C([O-])(O)=O.[Na+]. The catalyst is ClCCl.ClCCl.CO. The product is [Cl:1][C:2]1[CH:7]=[CH:6][CH:5]=[CH:4][C:3]=1/[CH:8]=[N:9]/[NH:10][C:11]([NH:13][C:23](=[O:24])[O:22][CH3:21])=[NH:12]. The yield is 0.370. (2) The reactants are [N:1]1[C:9]([NH:10][C@H:11]([C:13]2[N:14]([C:25]3[CH:30]=[CH:29][CH:28]=[CH:27][CH:26]=3)[C:15](=[O:24])[C:16]3[C:21]([CH:22]=2)=[CH:20][CH:19]=[CH:18][C:17]=3[CH3:23])[CH3:12])=[C:8]2[C:4]([NH:5]C=N2)=[N:3][CH:2]=1.Cl[C:32]1[C:33]2C(C#N)=CN[C:34]=2[N:35]=CN=1.CCN(CC)CC. The catalyst is CCCCO. The product is [CH3:23][C:17]1[CH:18]=[CH:19][CH:20]=[C:21]2[C:16]=1[C:15](=[O:24])[N:14]([C:25]1[CH:30]=[CH:29][CH:28]=[CH:27][CH:26]=1)[C:13]([C@@H:11]([NH:10][C:9]1[C:8]3[C:33]([C:34]#[N:35])=[CH:32][NH:5][C:4]=3[N:3]=[CH:2][N:1]=1)[CH3:12])=[CH:22]2. The yield is 0.280. (3) The reactants are [Cl:1][C:2]1[CH:3]=[C:4]([CH:8]([CH2:12][CH:13]2[CH2:17][CH2:16][CH2:15][CH2:14]2)[C:9]([OH:11])=O)[CH:5]=[CH:6][CH:7]=1.C(Cl)(=O)C(Cl)=O.[CH2:24]([O:26][C:27](=[O:35])[CH2:28][C:29]1[N:30]=[C:31]([NH2:34])[S:32][CH:33]=1)[CH3:25].C(N(CC)C(C)C)(C)C. The catalyst is C(Cl)Cl.CN(C)C=O. The product is [CH2:24]([O:26][C:27](=[O:35])[CH2:28][C:29]1[N:30]=[C:31]([NH:34][C:9](=[O:11])[CH:8]([C:4]2[CH:5]=[CH:6][CH:7]=[C:2]([Cl:1])[CH:3]=2)[CH2:12][CH:13]2[CH2:17][CH2:16][CH2:15][CH2:14]2)[S:32][CH:33]=1)[CH3:25]. The yield is 0.603. (4) The product is [CH2:38]([O:37][C:35]([C:34]1[O:24][C:19]2=[CH:18][CH:17]=[C:16]3[C:21]([N:13]([CH2:12][C@@H:11]([NH:10][C:9]([O:8][CH2:1][C:2]4[CH:3]=[CH:4][CH:5]=[CH:6][CH:7]=4)=[O:26])[CH3:25])[N:14]=[CH:15]3)=[C:20]2[CH:22]=1)=[O:36])[CH3:39]. The catalyst is CN(C=O)C.C(OCC)(=O)C. The reactants are [CH2:1]([O:8][C:9](=[O:26])[NH:10][C@@H:11]([CH3:25])[CH2:12][N:13]1[C:21]2[C:16](=[CH:17][CH:18]=[C:19]([OH:24])[C:20]=2[CH:22]=O)[CH:15]=[N:14]1)[C:2]1[CH:7]=[CH:6][CH:5]=[CH:4][CH:3]=1.C(=O)([O-])[O-].[K+].[K+].Br[CH2:34][C:35]([O:37][CH2:38][CH3:39])=[O:36].[Cl-].[NH4+]. The yield is 0.420. (5) The reactants are [Br:1][C:2]1[CH:13]=[CH:12][C:5]([O:6][CH2:7][CH2:8][N:9]([CH3:11])[CH3:10])=[C:4]([N+:14]([O-])=O)[CH:3]=1.[Cl-].[NH4+]. The catalyst is [Zn].C1COCC1.O. The product is [Br:1][C:2]1[CH:13]=[CH:12][C:5]([O:6][CH2:7][CH2:8][N:9]([CH3:11])[CH3:10])=[C:4]([CH:3]=1)[NH2:14]. The yield is 0.517. (6) The reactants are [NH2:1][C:2](=[O:22])[C@@H:3]([NH:5][C:6]1[N:11]=[C:10]([C:12]2[CH:17]=[CH:16][N:15]=[C:14](F)[CH:13]=2)[N:9]=[C:8]([C:19]([NH2:21])=[O:20])[CH:7]=1)[CH3:4].[F:23][C:24]1[CH:29]=[CH:28][C:27]([OH:30])=[CH:26][CH:25]=1.C([O-])([O-])=O.[Cs+].[Cs+].C(Cl)Cl. The catalyst is CN(C=O)C. The product is [NH2:1][C:2](=[O:22])[C@@H:3]([NH:5][C:6]1[N:11]=[C:10]([C:12]2[CH:17]=[CH:16][N:15]=[C:14]([O:30][C:27]3[CH:28]=[CH:29][C:24]([F:23])=[CH:25][CH:26]=3)[CH:13]=2)[N:9]=[C:8]([C:19]([NH2:21])=[O:20])[CH:7]=1)[CH3:4]. The yield is 0.500. (7) The reactants are [CH2:1]([O:3][C:4](=[O:28])[CH2:5][O:6][C:7]1[CH:12]=[CH:11][C:10]([CH2:13][CH2:14][CH2:15][CH2:16][NH:17]C(OCC2C=CC=CC=2)=O)=[CH:9][CH:8]=1)[CH3:2].[H][H]. The catalyst is [Pd].CO. The product is [CH2:1]([O:3][C:4](=[O:28])[CH2:5][O:6][C:7]1[CH:12]=[CH:11][C:10]([CH2:13][CH2:14][CH2:15][CH2:16][NH2:17])=[CH:9][CH:8]=1)[CH3:2]. The yield is 0.880. (8) The reactants are [CH2:1]([O:3][C:4](=[O:15])[C:5](O)=[CH:6][C:7]([CH:9]1[CH2:13][CH2:12][CH2:11][CH2:10]1)=[O:8])[CH3:2].Cl.[NH2:17]O. The catalyst is C(O)C.C1COCC1. The product is [CH2:1]([O:3][C:4]([C:5]1[CH:6]=[C:7]([CH:9]2[CH2:13][CH2:12][CH2:11][CH2:10]2)[O:8][N:17]=1)=[O:15])[CH3:2]. The yield is 0.550.